Dataset: Catalyst prediction with 721,799 reactions and 888 catalyst types from USPTO. Task: Predict which catalyst facilitates the given reaction. (1) Reactant: [OH:1][C:2]1[CH:13]=[CH:12][C:5]2[S:6][CH:7]=[C:8]([C:9]([OH:11])=[O:10])[C:4]=2[CH:3]=1.SC1C=C[C:18]([OH:21])=[CH:17]C=1.N1C=CC=CC=1.O. Product: [C:18]([O:1][C:2]1[CH:13]=[CH:12][C:5]2[S:6][CH:7]=[C:8]([C:9]([OH:11])=[O:10])[C:4]=2[CH:3]=1)(=[O:21])[CH3:17]. The catalyst class is: 152. (2) Reactant: C([N:8]1[CH2:13][CH2:12][N:11]([C:14]2[CH:19]=[CH:18][C:17]([NH:20][C:21]3[N:26]=[CH:25][N:24]=[C:23]([N:27]([CH3:44])[C:28]([NH:30][CH:31]4[C:36]([Cl:38])(C)[C:35]([O:39][CH3:40])=[CH:34][C:33]([O:41][CH3:42])=[C:32]4[Cl:43])=[O:29])[CH:22]=3)=[CH:16][CH:15]=2)[CH2:10][CH2:9]1)C1C=CC=CC=1.Cl. Product: [Cl:38][C:36]1[C:35]([O:39][CH3:40])=[CH:34][C:33]([O:41][CH3:42])=[C:32]([Cl:43])[C:31]=1[NH:30][C:28](=[O:29])[N:27]([CH3:44])[C:23]1[CH:22]=[C:21]([NH:20][C:17]2[CH:18]=[CH:19][C:14]([N:11]3[CH2:10][CH2:9][NH:8][CH2:13][CH2:12]3)=[CH:15][CH:16]=2)[N:26]=[CH:25][N:24]=1. The catalyst class is: 43. (3) Reactant: [F:1][C:2]1[CH:7]=[CH:6][CH:5]=[C:4]([F:8])[C:3]=1[N:9]1[C:14]2[N:15]=[C:16]([S:29][CH3:30])[N:17]=[C:18]([C:19]3[CH:20]=[C:21]([CH:25]=[CH:26][C:27]=3[CH3:28])[C:22](O)=[O:23])[C:13]=2[CH2:12][NH:11][C:10]1=[O:31].[CH:32]([NH2:35])([CH3:34])[CH3:33].CN(C(ON1N=NC2C=CC=NC1=2)=[N+](C)C)C.F[P-](F)(F)(F)(F)F.C(N(C(C)C)CC)(C)C. Product: [F:1][C:2]1[CH:7]=[CH:6][CH:5]=[C:4]([F:8])[C:3]=1[N:9]1[C:14]2[N:15]=[C:16]([S:29][CH3:30])[N:17]=[C:18]([C:19]3[CH:20]=[C:21]([CH:25]=[CH:26][C:27]=3[CH3:28])[C:22]([NH:35][CH:32]([CH3:34])[CH3:33])=[O:23])[C:13]=2[CH2:12][NH:11][C:10]1=[O:31]. The catalyst class is: 34.